Predict the product of the given reaction. From a dataset of Forward reaction prediction with 1.9M reactions from USPTO patents (1976-2016). (1) Given the reactants [CH2:1]([O:5][C:6]1[CH:7]=[C:8]([CH:20]=[CH:21][CH:22]=1)[O:9][C:10]1[CH:15]=[CH:14][C:13]([N+:16]([O-])=O)=[CH:12][C:11]=1[CH3:19])[CH:2]([CH3:4])[CH3:3].[Cl-].[Ca+2].[Cl-].C(O)C, predict the reaction product. The product is: [CH2:1]([O:5][C:6]1[CH:7]=[C:8]([CH:20]=[CH:21][CH:22]=1)[O:9][C:10]1[CH:15]=[CH:14][C:13]([NH2:16])=[CH:12][C:11]=1[CH3:19])[CH:2]([CH3:4])[CH3:3]. (2) Given the reactants Cl.[CH3:2][O:3][CH2:4][CH2:5][N:6]1[CH2:11][CH2:10][N:9]([CH:12]([C:21]2[CH:26]=[CH:25][CH:24]=[CH:23][CH:22]=2)[CH2:13][N:14]2[CH2:19][CH2:18][CH:17]([NH2:20])[CH2:16][CH2:15]2)[CH2:8][CH2:7]1.CCN(C(C)C)C(C)C.[C:36](Cl)(=[O:40])[CH:37]([CH3:39])[CH3:38], predict the reaction product. The product is: [CH3:2][O:3][CH2:4][CH2:5][N:6]1[CH2:11][CH2:10][N:9]([CH:12]([C:21]2[CH:26]=[CH:25][CH:24]=[CH:23][CH:22]=2)[CH2:13][N:14]2[CH2:15][CH2:16][CH:17]([NH:20][C:36](=[O:40])[CH:37]([CH3:39])[CH3:38])[CH2:18][CH2:19]2)[CH2:8][CH2:7]1. (3) Given the reactants [F:1][C:2]([F:36])([F:35])[C:3]1[CH:4]=[C:5]([C@H:13]([O:15][C@H:16]2[CH2:21][CH2:20][N:19]([C:22](=[O:28])[CH2:23][CH2:24][C:25](O)=[O:26])[CH2:18][C@H:17]2[C:29]2[CH:34]=[CH:33][CH:32]=[CH:31][CH:30]=2)[CH3:14])[CH:6]=[C:7]([C:9]([F:12])([F:11])[F:10])[CH:8]=1.[CH3:37][NH2:38].CO, predict the reaction product. The product is: [F:10][C:9]([F:11])([F:12])[C:7]1[CH:6]=[C:5]([C@H:13]([O:15][C@H:16]2[CH2:21][CH2:20][N:19]([C:22](=[O:28])[CH2:23][CH2:24][C:25]([NH:38][CH3:37])=[O:26])[CH2:18][C@H:17]2[C:29]2[CH:30]=[CH:31][CH:32]=[CH:33][CH:34]=2)[CH3:14])[CH:4]=[C:3]([C:2]([F:36])([F:1])[F:35])[CH:8]=1. (4) Given the reactants FC1[CH:11]=[C:10]([C:12]2[N:17]=[C:16]3[N:18]([CH2:21][C:22]4[CH:23]=[C:24]5[C:29](=[CH:30][CH:31]=4)[N:28]=[CH:27][CH:26]=[CH:25]5)[N:19]=[N:20][C:15]3=[CH:14][CH:13]=2)[CH:9]=CC=1C(NC)=O.[CH:32]([C:34]1[S:35]C=C(B(O)O)C=1)=[O:33].C(=O)([O-])[O-].[K+].[K+].O1CCOCC1, predict the reaction product. The product is: [N:28]1[C:29]2[C:24](=[CH:23][C:22]([CH2:21][N:18]3[C:16]4=[N:17][C:12]([C:10]5[CH:9]=[C:34]([CH:32]=[O:33])[S:35][CH:11]=5)=[CH:13][CH:14]=[C:15]4[N:20]=[N:19]3)=[CH:31][CH:30]=2)[CH:25]=[CH:26][CH:27]=1. (5) Given the reactants [O:1]=[C:2]1[N:6](/[CH:7]=[CH:8]/[C:9]([O:11][CH3:12])=[O:10])[N:5]=[N:4][NH:3]1.[CH:13]1(I)[CH2:17][CH2:16][CH2:15][CH2:14]1.CCN(C(C)C)C(C)C, predict the reaction product. The product is: [CH:13]1([N:3]2[C:2](=[O:1])[N:6](/[CH:7]=[CH:8]/[C:9]([O:11][CH3:12])=[O:10])[N:5]=[N:4]2)[CH2:17][CH2:16][CH2:15][CH2:14]1. (6) Given the reactants [Br:1][C:2]1[CH:25]=[CH:24][C:5]2[C:6]3[N:7]=[C:8]([C:14]4[N:15]([CH2:19][C:20](F)(F)F)[N:16]=[CH:17][N:18]=4)[S:9][C:10]=3[CH2:11][CH2:12][O:13][C:4]=2[CH:3]=1.BrC1C=C[C:30]2[C:31]3[N:32]=[C:33]([C:39](N)=O)SC=3CCOC=2C=1.N1C=CC(CNN)=CC=1, predict the reaction product. The product is: [Br:1][C:2]1[CH:25]=[CH:24][C:5]2[C:6]3[N:7]=[C:8]([C:14]4[N:15]([CH2:19][C:20]5[CH:39]=[CH:33][N:32]=[CH:31][CH:30]=5)[N:16]=[CH:17][N:18]=4)[S:9][C:10]=3[CH2:11][CH2:12][O:13][C:4]=2[CH:3]=1. (7) Given the reactants [N:1]([C:4]1[CH:9]=[CH:8][C:7]([C@@H:10]2[O:15][CH2:14][CH2:13][N:12]([C:16]([O:18][C:19]([CH3:22])([CH3:21])[CH3:20])=[O:17])[CH2:11]2)=[CH:6][CH:5]=1)=[N+:2]=[N-:3].C(N(C(C)C)CC)(C)C.[C:32]([C:34]1[CH:39]=[CH:38][C:37]([F:40])=[CH:36][CH:35]=1)#[CH:33], predict the reaction product. The product is: [F:40][C:37]1[CH:38]=[CH:39][C:34]([C:32]2[N:3]=[N:2][N:1]([C:4]3[CH:9]=[CH:8][C:7]([C@@H:10]4[O:15][CH2:14][CH2:13][N:12]([C:16]([O:18][C:19]([CH3:22])([CH3:21])[CH3:20])=[O:17])[CH2:11]4)=[CH:6][CH:5]=3)[CH:33]=2)=[CH:35][CH:36]=1. (8) Given the reactants [CH3:1][C:2]1[NH:3][C:4]2[CH2:5][C:6](C)(C)[CH2:7][C:8](=[O:11])[C:9]=2[CH:10]=1.[H-].[Na+].Br[CH2:17][CH2:18][CH2:19][CH2:20][CH2:21][CH2:22][C:23]([O:25][CH2:26][CH3:27])=[O:24], predict the reaction product. The product is: [CH3:1][C:2]1[N:3]([CH2:17][CH2:18][CH2:19][CH2:20][CH2:21][CH2:22][C:23]([O:25][CH2:26][CH3:27])=[O:24])[C:4]2[CH2:5][CH2:6][CH2:7][C:8](=[O:11])[C:9]=2[CH:10]=1. (9) Given the reactants CC1C=CC(S(O[CH2:12][C@H:13]2[CH2:15][O:14]2)(=O)=O)=CC=1.C(=O)([O-])[O-].[K+].[K+].[Cl:22][C:23]1[CH:24]=[C:25]([CH:41]=[CH:42][C:43]=1[NH:44][C:45]([NH:47][CH:48]1[CH2:50][CH2:49]1)=[O:46])[O:26][C:27]1[C:36]2[C:31](=[CH:32][C:33]([OH:40])=[C:34]([C:37]([NH2:39])=[O:38])[CH:35]=2)[N:30]=[CH:29][CH:28]=1.[CH2:51]([NH:53][CH2:54][CH3:55])[CH3:52], predict the reaction product. The product is: [Cl:22][C:23]1[CH:24]=[C:25]([CH:41]=[CH:42][C:43]=1[NH:44][C:45]([NH:47][CH:48]1[CH2:50][CH2:49]1)=[O:46])[O:26][C:27]1[C:36]2[C:31](=[CH:32][C:33]([O:40][CH2:15][C@H:13]([OH:14])[CH2:12][N:53]([CH2:54][CH3:55])[CH2:51][CH3:52])=[C:34]([C:37]([NH2:39])=[O:38])[CH:35]=2)[N:30]=[CH:29][CH:28]=1. (10) Given the reactants [CH3:1][O:2][CH2:3][N:4]1[C:8]2[CH:9]=[CH:10][C:11]([CH:13]([C:15]3[CH:19]=[CH:18][NH:17][N:16]=3)[CH3:14])=[CH:12][C:7]=2[S:6][C:5]1=[O:20].Br[C:22]1[N:27]=[CH:26][C:25]([O:28][CH2:29][C:30]([O:32][CH2:33][CH3:34])=[O:31])=[CH:24][CH:23]=1.C(=O)([O-])[O-].[K+].[K+].N1CCC[C@H]1C(O)=O, predict the reaction product. The product is: [CH3:1][O:2][CH2:3][N:4]1[C:8]2[CH:9]=[CH:10][C:11]([CH:13]([C:15]3[CH:19]=[CH:18][N:17]([C:22]4[N:27]=[CH:26][C:25]([O:28][CH2:29][C:30]([O:32][CH2:33][CH3:34])=[O:31])=[CH:24][CH:23]=4)[N:16]=3)[CH3:14])=[CH:12][C:7]=2[S:6][C:5]1=[O:20].